This data is from Peptide-MHC class II binding affinity with 134,281 pairs from IEDB. The task is: Regression. Given a peptide amino acid sequence and an MHC pseudo amino acid sequence, predict their binding affinity value. This is MHC class II binding data. (1) The peptide sequence is VCACGLFKQKGRPLR. The MHC is DRB1_0101 with pseudo-sequence DRB1_0101. The binding affinity (normalized) is 0.879. (2) The peptide sequence is MASQKRPSQR. The MHC is H-2-IAu with pseudo-sequence H-2-IAu. The binding affinity (normalized) is 0. (3) The MHC is DRB1_1201 with pseudo-sequence DRB1_1201. The binding affinity (normalized) is 0.300. The peptide sequence is PARLFKAFVLDSDNL. (4) The peptide sequence is ALTKAITAMSEVQKV. The MHC is DRB1_0301 with pseudo-sequence DRB1_0301. The binding affinity (normalized) is 0.169. (5) The peptide sequence is HLSTLIKQPDFNSLI. The MHC is DRB1_0101 with pseudo-sequence DRB1_0101. The binding affinity (normalized) is 0.505. (6) The peptide sequence is YVENGLISRVLDGLV. The binding affinity (normalized) is 0.329. The MHC is DRB1_1501 with pseudo-sequence DRB1_1501. (7) The peptide sequence is AKAIITPVVFYRSGT. The MHC is DRB1_0405 with pseudo-sequence DRB1_0405. The binding affinity (normalized) is 0.223. (8) The peptide sequence is KGKDKWIELKESWGA. The MHC is DRB1_0802 with pseudo-sequence DRB1_0802. The binding affinity (normalized) is 0.0872. (9) The peptide sequence is LSQLQTYMIQFDQYI. The MHC is DRB5_0101 with pseudo-sequence DRB5_0101. The binding affinity (normalized) is 0.379.